Dataset: Forward reaction prediction with 1.9M reactions from USPTO patents (1976-2016). Task: Predict the product of the given reaction. (1) The product is: [C:15]([O:14][C:12]([N:7]1[CH2:8][CH2:9][C:10](=[O:11])[CH:5]([C:3](=[O:4])[N:23]([CH2:22][C:21]2[CH:27]=[C:28]([CH2:31][CH2:32][O:33][CH3:34])[CH:29]=[CH:30][C:20]=2[Cl:19])[CH:24]2[CH2:25][CH2:26]2)[CH2:6]1)=[O:13])([CH3:16])([CH3:17])[CH3:18]. Given the reactants CO[C:3]([C:5]1[CH2:6][N:7]([C:12]([O:14][C:15]([CH3:18])([CH3:17])[CH3:16])=[O:13])[CH2:8][CH2:9][C:10]=1[OH:11])=[O:4].[Cl:19][C:20]1[CH:30]=[CH:29][C:28]([CH2:31][CH2:32][O:33][CH3:34])=[CH:27][C:21]=1[CH2:22][NH:23][CH:24]1[CH2:26][CH2:25]1.O.C1(C)C=CC(S(O)(=O)=O)=CC=1.CCOC(C)=O, predict the reaction product. (2) Given the reactants [CH3:1][O:2][C:3]1[CH:8]=[CH:7][CH:6]=[CH:5][C:4]=1[N+:9]([O-:11])=[O:10].CC(C)([O-])C.[K+].Cl[CH:19]([CH3:25])[C:20]([O:22][CH2:23][CH3:24])=[O:21], predict the reaction product. The product is: [CH3:1][O:2][C:3]1[CH:8]=[C:7]([CH:19]([CH3:25])[C:20]([O:22][CH2:23][CH3:24])=[O:21])[CH:6]=[CH:5][C:4]=1[N+:9]([O-:11])=[O:10].